From a dataset of Blood-brain barrier penetration binary classification data from Martins et al.. Regression/Classification. Given a drug SMILES string, predict its absorption, distribution, metabolism, or excretion properties. Task type varies by dataset: regression for continuous measurements (e.g., permeability, clearance, half-life) or binary classification for categorical outcomes (e.g., BBB penetration, CYP inhibition). Dataset: bbb_martins. (1) The compound is CCOC(=O)NC(O)C(Cl)(Cl)Cl. The result is 1 (penetrates BBB). (2) The compound is O=[N+]([O-])C1=CC=NC1NCCSCc1ccccn1. The result is 1 (penetrates BBB). (3) The drug is CC(CCN1CCN(c2ccc(F)cc2)CC1)NC(=O)c1cccnc1. The result is 1 (penetrates BBB). (4) The compound is CC(C)=CCN1CC[C@@]2(C)c3cc(O)ccc3C[C@@H]1[C@H]2C. The result is 1 (penetrates BBB). (5) The compound is CC(C)(C)NCC(O)COc1cccc2c1CCC(=O)N2. The result is 0 (does not penetrate BBB).